From a dataset of Peptide-MHC class II binding affinity with 134,281 pairs from IEDB. Regression. Given a peptide amino acid sequence and an MHC pseudo amino acid sequence, predict their binding affinity value. This is MHC class II binding data. (1) The peptide sequence is KYKTFEAAFTVSSKR. The MHC is HLA-DPA10103-DPB10301 with pseudo-sequence HLA-DPA10103-DPB10301. The binding affinity (normalized) is 0.474. (2) The peptide sequence is TWAYHGSYEVKATGSA. The MHC is DRB1_0802 with pseudo-sequence DRB1_0802. The binding affinity (normalized) is 0.346. (3) The peptide sequence is ENLPYLVAYQATVCARAQAP. The MHC is DRB1_0401 with pseudo-sequence DRB1_0401. The binding affinity (normalized) is 0.872. (4) The peptide sequence is APPPQLPRPPATPPP. The MHC is DRB1_0802 with pseudo-sequence DRB1_0802. The binding affinity (normalized) is 0. (5) The peptide sequence is RPGPSRGVQGFIFFF. The MHC is HLA-DQA10102-DQB10501 with pseudo-sequence HLA-DQA10102-DQB10501. The binding affinity (normalized) is 0.